From a dataset of Forward reaction prediction with 1.9M reactions from USPTO patents (1976-2016). Predict the product of the given reaction. Given the reactants [CH3:1][O:2][C:3]1[CH:4]=[C:5]2[C:10](=[CH:11][C:12]=1[O:13][CH3:14])[N:9]=[CH:8][CH:7]=[C:6]2[O:15][C:16]1[CH:22]=[CH:21][C:19]([NH2:20])=[CH:18][CH:17]=1.Cl[C:24](Cl)([O:26][C:27](=[O:33])OC(Cl)(Cl)Cl)Cl.[CH3:35][N:36]1[CH2:41][CH2:40][N:39]([CH2:42][CH2:43]CO)[CH2:38][CH2:37]1.C(=O)(O)[O-].[Na+], predict the reaction product. The product is: [CH3:1][O:2][C:3]1[CH:4]=[C:5]2[C:10](=[CH:11][C:12]=1[O:13][CH3:14])[N:9]=[CH:8][CH:7]=[C:6]2[O:15][C:16]1[CH:22]=[CH:21][C:19]([NH:20][C:27](=[O:33])[O:26][CH2:24][CH2:43][CH2:42][N:39]2[CH2:40][CH2:41][N:36]([CH3:35])[CH2:37][CH2:38]2)=[CH:18][CH:17]=1.